Dataset: Forward reaction prediction with 1.9M reactions from USPTO patents (1976-2016). Task: Predict the product of the given reaction. (1) Given the reactants I[CH2:2][CH3:3].[Br:4][C:5]1[CH:10]=[C:9]([N+:11]([O-:13])=[O:12])[CH:8]=[CH:7][C:6]=1[OH:14].C(=O)([O-])[O-].[K+].[K+], predict the reaction product. The product is: [Br:4][C:5]1[CH:10]=[C:9]([N+:11]([O-:13])=[O:12])[CH:8]=[CH:7][C:6]=1[O:14][CH2:2][CH3:3]. (2) Given the reactants [CH3:1][C:2]1[N:3]([CH2:20][C:21]2[C:30]3[C:25](=[CH:26][CH:27]=[CH:28][CH:29]=3)[CH:24]=[CH:23][CH:22]=2)[C:4]2[CH:10]=[C:9]([N:11]3[CH2:16][CH2:15][O:14][CH2:13][CH2:12]3)[CH:8]=[C:7]([N+:17]([O-])=O)[C:5]=2[N:6]=1, predict the reaction product. The product is: [CH3:1][C:2]1[N:3]([CH2:20][C:21]2[C:30]3[C:25](=[CH:26][CH:27]=[CH:28][CH:29]=3)[CH:24]=[CH:23][CH:22]=2)[C:4]2[CH:10]=[C:9]([N:11]3[CH2:16][CH2:15][O:14][CH2:13][CH2:12]3)[CH:8]=[C:7]([NH2:17])[C:5]=2[N:6]=1. (3) Given the reactants [Cl:1][C:2]1[CH:7]=[CH:6][C:5]([CH:8](O)[C:9]2[CH:10]=[N:11][N:12]([CH:19]3[CH2:21][CH2:20]3)[C:13]=2[C:14]([O:16][CH2:17][CH3:18])=[O:15])=[CH:4][CH:3]=1.[NH2:23][C:24]1[CH:25]=[C:26]([Cl:32])[C:27](=[O:31])[N:28]([CH3:30])[CH:29]=1, predict the reaction product. The product is: [Cl:32][C:26]1[C:27](=[O:31])[N:28]([CH3:30])[CH:29]=[C:24]([NH:23][CH:8]([C:5]2[CH:6]=[CH:7][C:2]([Cl:1])=[CH:3][CH:4]=2)[C:9]2[CH:10]=[N:11][N:12]([CH:19]3[CH2:21][CH2:20]3)[C:13]=2[C:14]([O:16][CH2:17][CH3:18])=[O:15])[CH:25]=1. (4) Given the reactants Br[CH2:2][CH2:3][CH2:4][CH2:5][CH2:6][CH2:7][C:8]([OH:10])=[O:9].CN(C=O)C.[N-:16]=[N+:17]=[N-:18].[Na+], predict the reaction product. The product is: [N:16]([CH2:2][CH2:3][CH2:4][CH2:5][CH2:6][CH2:7][C:8]([OH:10])=[O:9])=[N+:17]=[N-:18]. (5) Given the reactants [CH3:1][O:2][C:3]1[CH:14]=[CH:13][C:6]2[C:7](=[O:12])[NH:8][S:9](=[O:11])(=[O:10])[C:5]=2[CH:4]=1.[H-].[Na+].Cl[CH2:18][C:19](=[O:21])[CH3:20], predict the reaction product. The product is: [CH3:1][O:2][C:3]1[CH:14]=[CH:13][C:6]2[C:7](=[O:12])[N:8]([CH2:18][C:19](=[O:21])[CH3:20])[S:9](=[O:11])(=[O:10])[C:5]=2[CH:4]=1.